This data is from NCI-60 drug combinations with 297,098 pairs across 59 cell lines. The task is: Regression. Given two drug SMILES strings and cell line genomic features, predict the synergy score measuring deviation from expected non-interaction effect. (1) Drug 2: C1=NC2=C(N=C(N=C2N1C3C(C(C(O3)CO)O)F)Cl)N. Drug 1: CC12CCC(CC1=CCC3C2CCC4(C3CC=C4C5=CN=CC=C5)C)O. Cell line: RPMI-8226. Synergy scores: CSS=35.7, Synergy_ZIP=3.31, Synergy_Bliss=2.22, Synergy_Loewe=-1.06, Synergy_HSA=-0.483. (2) Drug 1: C1CCN(CC1)CCOC2=CC=C(C=C2)C(=O)C3=C(SC4=C3C=CC(=C4)O)C5=CC=C(C=C5)O. Drug 2: CN(C(=O)NC(C=O)C(C(C(CO)O)O)O)N=O. Cell line: ACHN. Synergy scores: CSS=-1.21, Synergy_ZIP=0.547, Synergy_Bliss=-0.802, Synergy_Loewe=-1.97, Synergy_HSA=-2.42. (3) Drug 1: CCCCCOC(=O)NC1=NC(=O)N(C=C1F)C2C(C(C(O2)C)O)O. Drug 2: B(C(CC(C)C)NC(=O)C(CC1=CC=CC=C1)NC(=O)C2=NC=CN=C2)(O)O. Cell line: HT29. Synergy scores: CSS=7.49, Synergy_ZIP=1.44, Synergy_Bliss=3.84, Synergy_Loewe=-54.2, Synergy_HSA=-0.615. (4) Drug 1: CC1=C2C(C(=O)C3(C(CC4C(C3C(C(C2(C)C)(CC1OC(=O)C(C(C5=CC=CC=C5)NC(=O)C6=CC=CC=C6)O)O)OC(=O)C7=CC=CC=C7)(CO4)OC(=O)C)O)C)OC(=O)C. Drug 2: C1C(C(OC1N2C=NC(=NC2=O)N)CO)O. Cell line: SW-620. Synergy scores: CSS=52.4, Synergy_ZIP=-2.42, Synergy_Bliss=1.98, Synergy_Loewe=5.65, Synergy_HSA=6.72. (5) Drug 1: CCC(=C(C1=CC=CC=C1)C2=CC=C(C=C2)OCCN(C)C)C3=CC=CC=C3.C(C(=O)O)C(CC(=O)O)(C(=O)O)O. Drug 2: C1=NNC2=C1C(=O)NC=N2. Cell line: OVCAR3. Synergy scores: CSS=1.64, Synergy_ZIP=-1.92, Synergy_Bliss=-3.73, Synergy_Loewe=-2.16, Synergy_HSA=-2.29.